This data is from Forward reaction prediction with 1.9M reactions from USPTO patents (1976-2016). The task is: Predict the product of the given reaction. (1) Given the reactants CC(S([NH:7][CH2:8][C:9]1[CH:14]=[CH:13][CH:12]=[CH:11][C:10]=1[S:15]([C:18]1[CH:23]=[CH:22][C:21](/[CH:24]=[CH:25]/[C:26]2[CH:31]=[CH:30][C:29]([F:32])=[CH:28][CH:27]=2)=[CH:20][CH:19]=1)(=[O:17])=[O:16])=O)(C)C.Cl, predict the reaction product. The product is: [F:32][C:29]1[CH:28]=[CH:27][C:26](/[CH:25]=[CH:24]/[C:21]2[CH:22]=[CH:23][C:18]([S:15]([C:10]3[CH:11]=[CH:12][CH:13]=[CH:14][C:9]=3[CH2:8][NH2:7])(=[O:17])=[O:16])=[CH:19][CH:20]=2)=[CH:31][CH:30]=1. (2) Given the reactants [O:1]1CCCO[CH:2]1[CH2:7][CH2:8][N:9]1[C:17]2[C:12](=[CH:13][C:14]([O:18][CH:19]([F:21])[F:20])=[CH:15][CH:16]=2)[C:11]([C:22]2[N:23]=[C:24]3[C:30]([C:31]([NH:33][C:34]([CH3:37])([CH3:36])[CH3:35])=[O:32])=[CH:29][N:28]([CH2:38][O:39][CH2:40][CH2:41][Si:42]([CH3:45])([CH3:44])[CH3:43])[C:25]3=[N:26][CH:27]=2)=[N:10]1.Cl.C(=O)([O-])O.[Na+], predict the reaction product. The product is: [C:34]([NH:33][C:31]([C:30]1[C:24]2[C:25](=[N:26][CH:27]=[C:22]([C:11]3[C:12]4[C:17](=[CH:16][CH:15]=[C:14]([O:18][CH:19]([F:21])[F:20])[CH:13]=4)[N:9]([CH2:8][CH2:7][CH:2]=[O:1])[N:10]=3)[N:23]=2)[N:28]([CH2:38][O:39][CH2:40][CH2:41][Si:42]([CH3:45])([CH3:44])[CH3:43])[CH:29]=1)=[O:32])([CH3:36])([CH3:35])[CH3:37]. (3) The product is: [C:1]([O:5][C:6]([N:8]1[CH2:13][CH2:12][N:11]([S:28]([C:22]2[CH:21]=[C:20]3[C:25]([CH2:26][CH2:27][NH:18][CH2:19]3)=[CH:24][CH:23]=2)(=[O:29])=[O:30])[CH2:10][CH2:9]1)=[O:7])([CH3:4])([CH3:2])[CH3:3]. Given the reactants [C:1]([O:5][C:6]([N:8]1[CH2:13][CH2:12][NH:11][CH2:10][CH2:9]1)=[O:7])([CH3:4])([CH3:3])[CH3:2].FC(F)(F)C([N:18]1[CH2:27][CH2:26][C:25]2[C:20](=[CH:21][C:22]([S:28](Cl)(=[O:30])=[O:29])=[CH:23][CH:24]=2)[CH2:19]1)=O, predict the reaction product.